From a dataset of Peptide-MHC class II binding affinity with 134,281 pairs from IEDB. Regression. Given a peptide amino acid sequence and an MHC pseudo amino acid sequence, predict their binding affinity value. This is MHC class II binding data. The peptide sequence is YKGVAGLLVALAV. The MHC is HLA-DQA10102-DQB10602 with pseudo-sequence HLA-DQA10102-DQB10602. The binding affinity (normalized) is 0.694.